From a dataset of Retrosynthesis with 50K atom-mapped reactions and 10 reaction types from USPTO. Predict the reactants needed to synthesize the given product. (1) Given the product O=Cc1ccc(OCCN2CCOCC2)c(O)c1, predict the reactants needed to synthesize it. The reactants are: COc1cc(C=O)ccc1OCCN1CCOCC1. (2) Given the product CCOC(=O)Cc1ccc(OC)c(-c2ccc(F)c3c2CN(C(=O)OC(C)(C)C)CC3)c1, predict the reactants needed to synthesize it. The reactants are: CC(C)(C)OC(=O)N1CCc2c(F)ccc(Br)c2C1.CCOC(=O)Cc1ccc(OC)c(B2OC(C)(C)C(C)(C)O2)c1.